This data is from TCR-epitope binding with 47,182 pairs between 192 epitopes and 23,139 TCRs. The task is: Binary Classification. Given a T-cell receptor sequence (or CDR3 region) and an epitope sequence, predict whether binding occurs between them. The epitope is NLSALGIFST. The TCR CDR3 sequence is CASIPGQGNGYTF. Result: 1 (the TCR binds to the epitope).